This data is from Full USPTO retrosynthesis dataset with 1.9M reactions from patents (1976-2016). The task is: Predict the reactants needed to synthesize the given product. (1) Given the product [Cl:1][C:2]1[CH:7]=[C:6]2[NH:8][C:9](=[O:35])[C:10]3([CH:15]([C:16]4[CH:21]=[CH:20][CH:19]=[C:18]([Cl:22])[CH:17]=4)[CH2:14][C:13](=[O:23])[N:12]([CH2:24][C:25]([F:38])=[O:26])[CH:11]3[C:28]3[CH:33]=[CH:32][CH:31]=[CH:30][C:29]=3[CH3:34])[C:5]2=[CH:4][CH:3]=1, predict the reactants needed to synthesize it. The reactants are: [Cl:1][C:2]1[CH:7]=[C:6]2[NH:8][C:9](=[O:35])[C@:10]3([C@H:15]([C:16]4[CH:21]=[CH:20][CH:19]=[C:18]([Cl:22])[CH:17]=4)[CH2:14][C:13](=[O:23])[N:12]([CH2:24][C:25](O)=[O:26])[C@@H:11]3[C:28]3[CH:33]=[CH:32][CH:31]=[CH:30][C:29]=3[CH3:34])[C:5]2=[CH:4][CH:3]=1.N1C(F)=NC(F)=NC=1[F:38].N1C=CC=CC=1. (2) Given the product [CH2:1]([O:8][C:9]1[CH:17]=[CH:16][C:12]([C:13]([O:15][C:25]2[CH:32]=[CH:31][C:28]([CH:29]=[O:30])=[C:27]([O:33][CH3:34])[CH:26]=2)=[O:14])=[CH:11][CH:10]=1)[CH2:2][CH2:3][CH2:4][CH2:5][CH2:6][CH3:7], predict the reactants needed to synthesize it. The reactants are: [CH2:1]([O:8][C:9]1[CH:17]=[CH:16][C:12]([C:13]([OH:15])=[O:14])=[CH:11][CH:10]=1)[CH2:2][CH2:3][CH2:4][CH2:5][CH2:6][CH3:7].C(Cl)(=O)C(Cl)=O.O[C:25]1[CH:32]=[CH:31][C:28]([CH:29]=[O:30])=[C:27]([O:33][CH3:34])[CH:26]=1. (3) Given the product [C:1]1([C@@H:9]2[CH2:13][CH2:12][CH2:11][C@H:10]2[OH:14])[CH:6]=[CH:5][CH:4]=[CH:3][CH:2]=1, predict the reactants needed to synthesize it. The reactants are: [C:1]1([Mg]Br)[CH:6]=[CH:5][CH:4]=[CH:3][CH:2]=1.[CH:9]12[O:14][CH:10]1[CH2:11][CH2:12][CH2:13]2. (4) Given the product [ClH:27].[F:23][C:2]([F:1])([F:24])[C:3]1[CH:11]=[C:10]2[C:6]([CH:7]=[N:8][NH:9]2)=[C:5]([C:12]2[CH:13]=[N:14][N:15]([CH2:17][C:18]([OH:20])=[O:19])[CH:16]=2)[CH:4]=1, predict the reactants needed to synthesize it. The reactants are: [F:1][C:2]([F:24])([F:23])[C:3]1[CH:11]=[C:10]2[C:6]([CH:7]=[N:8][NH:9]2)=[C:5]([C:12]2[CH:13]=[N:14][N:15]([CH2:17][C:18]([O:20]CC)=[O:19])[CH:16]=2)[CH:4]=1.[OH-].[Li+].[ClH:27]. (5) Given the product [I:16][CH2:2][C:3]([N:5]1[CH2:10][CH2:9][N:8]([C:11]([O:13][CH2:14][CH3:15])=[O:12])[CH2:7][CH2:6]1)=[O:4], predict the reactants needed to synthesize it. The reactants are: Cl[CH2:2][C:3]([N:5]1[CH2:10][CH2:9][N:8]([C:11]([O:13][CH2:14][CH3:15])=[O:12])[CH2:7][CH2:6]1)=[O:4].[I-:16].[Na+]. (6) Given the product [CH3:28][O:29][CH2:30][C@H:31]([CH3:32])[O:25][C:12]1[CH:13]=[C:14]([B:16]2[O:17][C:18]([CH3:23])([CH3:24])[C:19]([CH3:21])([CH3:22])[O:20]2)[CH:15]=[C:10]([O:9][C:8]2[CH:26]=[CH:27][C:5]([S:2]([CH3:1])(=[O:4])=[O:3])=[CH:6][CH:7]=2)[CH:11]=1, predict the reactants needed to synthesize it. The reactants are: [CH3:1][S:2]([C:5]1[CH:27]=[CH:26][C:8]([O:9][C:10]2[CH:11]=[C:12]([OH:25])[CH:13]=[C:14]([B:16]3[O:20][C:19]([CH3:22])([CH3:21])[C:18]([CH3:24])([CH3:23])[O:17]3)[CH:15]=2)=[CH:7][CH:6]=1)(=[O:4])=[O:3].[CH3:28][O:29][CH2:30][C@H:31](O)[CH3:32].C1(P(C2C=CC=CC=2)C2C=CC=CC=2)C=CC=CC=1.N(C(OCC)=O)=NC(OCC)=O. (7) Given the product [Br:1][C:2]1[CH:7]=[CH:6][C:5]([CH2:8][C:11]#[N:12])=[C:4]([CH3:10])[CH:3]=1, predict the reactants needed to synthesize it. The reactants are: [Br:1][C:2]1[CH:7]=[CH:6][C:5]([CH2:8]Br)=[C:4]([CH3:10])[CH:3]=1.[C-:11]#[N:12].[K+]. (8) Given the product [F:29][C:10]([C:12]1[CH:17]=[CH:16][CH:15]=[CH:14][CH:13]=1)([S:7]([C:4]1[CH2:3][C:2]([CH3:1])([CH3:18])[O:6][N:5]=1)(=[O:9])=[O:8])[CH3:11], predict the reactants needed to synthesize it. The reactants are: [CH3:1][C:2]1([CH3:18])[O:6][N:5]=[C:4]([S:7]([CH:10]([C:12]2[CH:17]=[CH:16][CH:15]=[CH:14][CH:13]=2)[CH3:11])(=[O:9])=[O:8])[CH2:3]1.C1C=CC(S(N(S(C2C=CC=CC=2)(=O)=O)[F:29])(=O)=O)=CC=1.